This data is from Forward reaction prediction with 1.9M reactions from USPTO patents (1976-2016). The task is: Predict the product of the given reaction. (1) Given the reactants [O:1]([C:8]1[N:13]=[CH:12][C:11]([CH:14]=O)=[CH:10][CH:9]=1)[C:2]1[CH:7]=[CH:6][CH:5]=[CH:4][CH:3]=1.[N+:16]([CH3:19])([O-:18])=[O:17].C([O-])(=O)C.[NH4+].[BH4-].[Na+], predict the reaction product. The product is: [N+:16]([CH2:19][CH2:14][C:11]1[CH:10]=[CH:9][C:8]([O:1][C:2]2[CH:7]=[CH:6][CH:5]=[CH:4][CH:3]=2)=[N:13][CH:12]=1)([O-:18])=[O:17]. (2) The product is: [CH2:1]([C:8]1[C:17]2[C:12](=[CH:13][CH:14]=[CH:15][CH:16]=2)[C:10](=[O:9])[NH:20][N:19]=1)[C:2]1[CH:7]=[CH:6][CH:5]=[CH:4][CH:3]=1. Given the reactants [CH:1](=[C:8]1[C:17]2[C:12](=[CH:13][CH:14]=[CH:15][CH:16]=2)[C:10](=O)[O:9]1)[C:2]1[CH:7]=[CH:6][CH:5]=[CH:4][CH:3]=1.O.[NH2:19][NH2:20], predict the reaction product. (3) Given the reactants Br[C:2]1[CH:7]=[CH:6][C:5]([S:8]([C:11]([F:14])([F:13])[F:12])(=[O:10])=[O:9])=[CH:4][CH:3]=1.[B:15]1([B:15]2[O:19][C:18]([CH3:21])([CH3:20])[C:17]([CH3:23])([CH3:22])[O:16]2)[O:19][C:18]([CH3:21])([CH3:20])[C:17]([CH3:23])([CH3:22])[O:16]1.ClCCl.C([O-])(=O)C.[K+], predict the reaction product. The product is: [F:12][C:11]([F:14])([F:13])[S:8]([C:5]1[CH:6]=[CH:7][C:2]([B:15]2[O:19][C:18]([CH3:21])([CH3:20])[C:17]([CH3:23])([CH3:22])[O:16]2)=[CH:3][CH:4]=1)(=[O:10])=[O:9]. (4) The product is: [C:2]1([CH3:19])[CH:3]=[CH:4][C:5]([S:8]([N:11]2[CH2:18][CH2:17][CH2:16][C@H:12]2[C:13]([NH:11][C@H:12]([C:16]([OH:21])=[O:1])[CH2:13][CH2:23][C:24]([OH:26])=[O:25])=[O:15])(=[O:9])=[O:10])=[CH:6][CH:7]=1. Given the reactants [OH2:1].[C:2]1([CH3:19])[CH:7]=[CH:6][C:5]([S:8]([N:11]2[CH2:18][CH2:17][CH2:16][C@H:12]2[C:13]([OH:15])=O)(=[O:10])=[O:9])=[CH:4][CH:3]=1.[Li+].[OH-:21].F[C:23](F)(F)[C:24]([OH:26])=[O:25], predict the reaction product. (5) Given the reactants [F:1][C:2]1[CH:7]=[CH:6][C:5]([C:8]([CH3:19])([CH3:18])[CH2:9][C:10]([OH:17])([C:13]([F:16])([F:15])[F:14])[CH:11]=O)=[C:4]([O:20][CH3:21])[CH:3]=1.[NH2:22][C:23]1[CH:32]=[C:31]([F:33])[CH:30]=[C:29]2[C:24]=1[CH:25]=[N:26][C:27]([CH3:34])=[N:28]2.O, predict the reaction product. The product is: [F:1][C:2]1[CH:7]=[CH:6][C:5]([C:8]([CH3:19])([CH3:18])[CH2:9][C:10]([C:13]([F:15])([F:14])[F:16])([OH:17])[CH:11]=[N:22][C:23]2[CH:32]=[C:31]([F:33])[CH:30]=[C:29]3[C:24]=2[CH:25]=[N:26][C:27]([CH3:34])=[N:28]3)=[C:4]([O:20][CH3:21])[CH:3]=1. (6) Given the reactants [CH3:1][C:2]1[CH:7]=[C:6]([N+:8]([O-:10])=[O:9])[CH:5]=[CH:4][C:3]=1[N:11]=[C:12]1[NH:16][C@H:15]([CH:17]([CH3:19])[CH3:18])[CH2:14][S:13]1.[CH2:20](Br)[CH:21]([CH3:23])[CH3:22], predict the reaction product. The product is: [CH3:1][C:2]1[CH:7]=[C:6]([N+:8]([O-:10])=[O:9])[CH:5]=[CH:4][C:3]=1[N:11]=[C:12]1[N:16]([CH2:20][CH:21]([CH3:23])[CH3:22])[C@H:15]([CH:17]([CH3:19])[CH3:18])[CH2:14][S:13]1. (7) Given the reactants C([O:3][C:4](=[O:15])[CH2:5][CH:6]([C:8]1[CH:13]=[CH:12][CH:11]=[C:10]([F:14])[CH:9]=1)[CH3:7])C.[OH-].[Na+].C(OCC)C, predict the reaction product. The product is: [F:14][C:10]1[CH:9]=[C:8]([CH:6]([CH3:7])[CH2:5][C:4]([OH:15])=[O:3])[CH:13]=[CH:12][CH:11]=1.